Task: Binary Classification. Given a drug SMILES string, predict its activity (active/inactive) in a high-throughput screening assay against a specified biological target.. Dataset: Kir2.1 potassium channel HTS with 301,493 compounds (1) The molecule is S(=O)(=O)(Nc1sccn1)c1ccc(NC(=O)CCC(O)=O)cc1. The result is 0 (inactive). (2) The molecule is S(Cc1ccccc1)c1oc(nn1)c1ccc(OCC(F)(F)F)nc1. The result is 0 (inactive). (3) The compound is S(c1ccc(cc1)C)CC(=O)Nc1sccn1. The result is 0 (inactive). (4) The molecule is S(=O)(=O)(Nc1cc(c2nn3c(nnc3C)cc2)ccc1)c1c([N+]([O-])=O)cccc1. The result is 0 (inactive). (5) The drug is O1CCN(C(c2[nH]c3c(c(=O)n2)cccc3)C)CC1. The result is 0 (inactive). (6) The molecule is s1cc(C2CC(OC(=C2)C(=O)Nc2ccccc2)OCc2ccc(cc2)CO)c2c1cccc2. The result is 0 (inactive).